From a dataset of NCI-60 drug combinations with 297,098 pairs across 59 cell lines. Regression. Given two drug SMILES strings and cell line genomic features, predict the synergy score measuring deviation from expected non-interaction effect. (1) Drug 2: CC1CCC2CC(C(=CC=CC=CC(CC(C(=O)C(C(C(=CC(C(=O)CC(OC(=O)C3CCCCN3C(=O)C(=O)C1(O2)O)C(C)CC4CCC(C(C4)OC)O)C)C)O)OC)C)C)C)OC. Drug 1: CC12CCC(CC1=CCC3C2CCC4(C3CC=C4C5=CN=CC=C5)C)O. Cell line: SK-MEL-28. Synergy scores: CSS=23.2, Synergy_ZIP=0.904, Synergy_Bliss=5.25, Synergy_Loewe=1.01, Synergy_HSA=5.14. (2) Drug 1: C1CC(C1)(C(=O)O)C(=O)O.[NH2-].[NH2-].[Pt+2]. Drug 2: C#CCC(CC1=CN=C2C(=N1)C(=NC(=N2)N)N)C3=CC=C(C=C3)C(=O)NC(CCC(=O)O)C(=O)O. Cell line: EKVX. Synergy scores: CSS=1.48, Synergy_ZIP=-0.592, Synergy_Bliss=-1.89, Synergy_Loewe=0.254, Synergy_HSA=-1.76. (3) Drug 1: CCC1=CC2CC(C3=C(CN(C2)C1)C4=CC=CC=C4N3)(C5=C(C=C6C(=C5)C78CCN9C7C(C=CC9)(C(C(C8N6C)(C(=O)OC)O)OC(=O)C)CC)OC)C(=O)OC.C(C(C(=O)O)O)(C(=O)O)O. Drug 2: C#CCC(CC1=CN=C2C(=N1)C(=NC(=N2)N)N)C3=CC=C(C=C3)C(=O)NC(CCC(=O)O)C(=O)O. Cell line: OVCAR3. Synergy scores: CSS=64.4, Synergy_ZIP=8.41, Synergy_Bliss=7.77, Synergy_Loewe=7.80, Synergy_HSA=7.63. (4) Drug 2: C1=C(C(=O)NC(=O)N1)N(CCCl)CCCl. Synergy scores: CSS=55.2, Synergy_ZIP=-1.43, Synergy_Bliss=-0.892, Synergy_Loewe=-6.35, Synergy_HSA=4.04. Drug 1: CC1OCC2C(O1)C(C(C(O2)OC3C4COC(=O)C4C(C5=CC6=C(C=C35)OCO6)C7=CC(=C(C(=C7)OC)O)OC)O)O. Cell line: RPMI-8226. (5) Drug 1: COC1=C(C=C2C(=C1)N=CN=C2NC3=CC(=C(C=C3)F)Cl)OCCCN4CCOCC4. Drug 2: CC1C(C(CC(O1)OC2CC(CC3=C2C(=C4C(=C3O)C(=O)C5=CC=CC=C5C4=O)O)(C(=O)C)O)N)O. Cell line: HL-60(TB). Synergy scores: CSS=41.3, Synergy_ZIP=1.65, Synergy_Bliss=0.153, Synergy_Loewe=-20.1, Synergy_HSA=0.608.